This data is from Experimentally validated miRNA-target interactions with 360,000+ pairs, plus equal number of negative samples. The task is: Binary Classification. Given a miRNA mature sequence and a target amino acid sequence, predict their likelihood of interaction. (1) The miRNA is hsa-miR-6751-5p with sequence UUGGGGGUGAGGUUGGUGUCUGG. The protein sequence of the target gene is MADPVAGIAGSAAKSVRPFRSSEAYVEAMKEDLAEWLNALYGLGLPGGGDGFLTGLATGTTLCQHANAVTEAARALAAARPARGVAFQAHSVVPGSFMARDNVATFIGWCRVELGVPEVLMFETEDLVLRKNEKSVVLCLLEVARRGARLGLLAPRLVQFEQEIERELRAAPPAPNAPAAGEDTTETAPAPGTPARGPRMTPSDLRNLDELVREILGRCTCPDQFPMIKVSEGKYRVGDSSLLIFVRVLRSHVMVRVGGGWDTLEHYLDKHDPCRCSSTAHRPPQPRVCTFSPQRVSPTT.... Result: 0 (no interaction). (2) The miRNA is hsa-miR-3065-3p with sequence UCAGCACCAGGAUAUUGUUGGAG. The protein sequence of the target gene is MGLPRRLLLLLLLATTCVPASQGLQCMQCESNQSCLVEECALGQDLCRTTVLREWQDDRELEVVTRGCAHSEKTNRTMSYRMGSMIISLTETVCATNLCNRPRPGARGRAFPQGRYLECASCTSLDQSCERGREQSLQCRYPTEHCIEVVTLQSTERSLKDEDYTRGCGSLPGCPGTAGFHSNQTFHFLKCCNYTHCNGGPVLDLQSFPPNGFQCYSCEGNNTLGCSSEEASLINCRGPMNQCLVATGLDVLGNRSYTVRGCATASWCQGSHVADSFPTHLNVSVSCCHGSGCNSPTGGA.... Result: 0 (no interaction). (3) The miRNA is hsa-miR-3189-3p with sequence CCCUUGGGUCUGAUGGGGUAG. The protein sequence of the target gene is MGPPLPLLLLLLLPPPLPRALPAPASARGRQLPGRLGCLFEDGLCGSLETCVNDGVFGRCQKVPVMDTYRYEVPPGALLHLKVTLQKLSRTGFTWQDDYTQRVIAQELANLPKAYLWHGEASGPARSLQQNADNEKWFSLEREVALAKTLRRYLPYLELLSQTPTANAHSRIDHETRPAKGEDSSPENILTYVAHTSALTYPPATRAKYPDNLLRPFSRLQPDELSPKVDGDIDKQKLIAALGAYTAQRLPGENDPEPRYLVHGSARAPRPFSATALSQRWPPPPGDAKDSPSMDDDTLL.... Result: 0 (no interaction). (4) The miRNA is hsa-miR-4438 with sequence CACAGGCUUAGAAAAGACAGU. The protein sequence of the target gene is MGGSTRDPGALEGAGILGQSPYERLSQRMLDISGDRGVLKDIIREGTGDTVTPDASVLVKYSGYLEHMDKPFDSNCFRKTPRLMKLGEDITLWGMELGLLSMRKGELARFLFKPAYAYGTLGCPPLIPPNATVLFEIELIDFLDSAESDKFCALSAEQQEQFPLQKVLKVAATEREFGNYLFRQNRFCDAKVRYKRALLLLHRRLATCEEQHLVEPAVLLVLLNLSFVYLKLDRPAMALRYGEQALLIDKRNAKALFRCGQACLLLTEYERARDFLVRAQKEQPCNHDINNELKKLSSHY.... Result: 0 (no interaction). (5) The miRNA is hsa-miR-7108-5p with sequence GUGUGGCCGGCAGGCGGGUGG. The protein sequence of the target gene is MSRRAPGSRLSSGGGGTKYPRSWNDWQPRTDSASADPDTLKYSSSRDRGVSSSYGLQPSNSAVVSRQRHDDTRGHADIQNDEKGGYSVNGGSGENTYGRKSLGQELRINNVTSPEFTSVQHGSRALATKDMRKSQERSMSYSDESRLSNLLRRITREDDRDRRLATVKQLKEFIQQPENKLVLVKQLDNILAAVHDVLNESSKLLQELRQEGACCLGLLCASLSYEAEKIFKWIFSKFSSSAKDEVKLLYLCATYRALETVGEKKAFSSVMQLVMTSLQSILENVDTPELLCKCVKCILL.... Result: 0 (no interaction). (6) Result: 0 (no interaction). The protein sequence of the target gene is MESMLNKLKSTVTKVTADVTSAVMGNPVTREFDVGRHIASGGNGLAWKIFNGTKKSTKQEVAVFVFDKKLIDKYQKFEKDQIIDSLKRGVQQLTRLRHPRLLTVQHPLEESRDCLAFCTEPVFASLANVLGNWENLPSPISPDIKDYKLYDVETKYGLLQVSEGLSFLHSSVKMVHGNITPENIILNKSGAWKIMGFDFCVSSTNPSEQEPKFPCKEWDPNLPSLCLPNPEYLAPEYILSVSCETASDMYSLGTVMYAVFNKGKPIFEVNKQDIYKSFSRQLDQLSRLGSSSLTNIPEEV.... The miRNA is hsa-miR-887-5p with sequence CUUGGGAGCCCUGUUAGACUC. (7) The miRNA is hsa-let-7g-5p with sequence UGAGGUAGUAGUUUGUACAGUU. The protein sequence of the target gene is MLPAPAAPRWPPLLLLLLLLLPLARGAPARPAAGGQASELVVPTRLPGSAGELALHLSAFGKGFVLRLAPDDSFLAPEFKIERLGGSGRATGGERGLRGCFFSGTVNGEPESLAAVSLCRGLSGSFLLDGEEFTIQPQGAGGSLAQPHRLQRWGPAGARPLPRGPEWEVETGEGQRQERGDHQEDSEEESQEEEAEGASEPPPPLGATSRTKRFVSEARFVETLLVADASMAAFYGADLQNHILTLMSVAARIYKHPSIKNSINLMVVKVLIVEDEKWGPEVSDNGGLTLRNFCNWQRRF.... Result: 0 (no interaction). (8) The miRNA is hsa-miR-1827 with sequence UGAGGCAGUAGAUUGAAU. The protein sequence of the target gene is MAVMDLSSPWALTKQDSACFHLRNAEEERMIAVFLTTWLQEPMTFKDVAVEFTQEEWMMLDSAQRSLYRDVMLENYRNLTSVEYQLYRLTVISPLDQEEIRNMKKRIPQAICPDQKIQPKTKESTVQKILWEEPSNAVKMIKLTMHNWSSTLREDWECHKIRKQHKIPGGHWRQMIYAPKKTVPQELFRDYHELEENSKLGSKLIFSQSIFTSKHCQKCYSEIGCLKHNSIINNYVKNSISEKLYESHECDTTLWHFQRNQTVQKEYTYSKHGMHFTHNMFPVPNNLHMAQNACECNKDE.... Result: 1 (interaction).